Dataset: Forward reaction prediction with 1.9M reactions from USPTO patents (1976-2016). Task: Predict the product of the given reaction. (1) Given the reactants [NH2:1][C:2]1[C:11]([C:12]([O:14][CH2:15][CH3:16])=[O:13])=[CH:10][CH:9]=[C:8]2[C:3]=1[C:4]([C:19]1[CH:24]=[CH:23][CH:22]=[C:21]([N+:25]([O-])=O)[CH:20]=1)=[N:5][C:6]([S:17][CH3:18])=[N:7]2.O.O.Cl[Sn]Cl.CCO.Cl, predict the reaction product. The product is: [NH2:1][C:2]1[C:11]([C:12]([O:14][CH2:15][CH3:16])=[O:13])=[CH:10][CH:9]=[C:8]2[C:3]=1[C:4]([C:19]1[CH:24]=[CH:23][CH:22]=[C:21]([NH2:25])[CH:20]=1)=[N:5][C:6]([S:17][CH3:18])=[N:7]2. (2) Given the reactants [Cl:1][C:2]1[CH:16]=[C:15]([O:17][CH2:18][CH:19]=[C:20]([Cl:22])[Cl:21])[CH:14]=[C:13]([Cl:23])[C:3]=1[O:4][CH2:5][CH2:6][CH2:7][O:8]S(C)(=O)=O.C(=O)([O-])[O-].[K+].[K+].O[C:31]1[CH:36]=[CH:35][C:34]([C:37](=[O:41])[CH2:38][O:39][CH3:40])=[CH:33][CH:32]=1.O, predict the reaction product. The product is: [Cl:1][C:2]1[CH:16]=[C:15]([O:17][CH2:18][CH:19]=[C:20]([Cl:22])[Cl:21])[CH:14]=[C:13]([Cl:23])[C:3]=1[O:4][CH2:5][CH2:6][CH2:7][O:8][C:31]1[CH:36]=[CH:35][C:34]([C:37](=[O:41])[CH2:38][O:39][CH3:40])=[CH:33][CH:32]=1. (3) Given the reactants [NH2:1][C:2]1[CH:22]=[CH:21][C:5]([O:6][C:7]2[C:12]([C:13]3[CH:18]=[CH:17][N:16]=[C:15]([NH:19][CH3:20])[N:14]=3)=[CH:11][CH:10]=[CH:9][N:8]=2)=[CH:4][CH:3]=1.C(N(C(C)C)CC)(C)C.Cl[C:33](OC1C=CC=CC=1)=[O:34].[C:42]1([NH:48][CH2:49][C:50]([O:52]CC)=O)[CH:47]=[CH:46][CH:45]=[CH:44][CH:43]=1, predict the reaction product. The product is: [CH3:20][NH:19][C:15]1[N:14]=[C:13]([C:12]2[C:7]([O:6][C:5]3[CH:21]=[CH:22][C:2]([N:1]4[C:50](=[O:52])[CH2:49][N:48]([C:42]5[CH:43]=[CH:44][CH:45]=[CH:46][CH:47]=5)[C:33]4=[O:34])=[CH:3][CH:4]=3)=[N:8][CH:9]=[CH:10][CH:11]=2)[CH:18]=[CH:17][N:16]=1. (4) Given the reactants CO[CH:3]1[CH2:7]CC[CH2:4]1.Br[C:9]1[CH:14]=[CH:13][C:12]([Br:15])=[CH:11][CH:10]=1.C([Mg]Cl)(C)C.O1CCCC1.C([Li])CCC.CCCCCC.C(Br)C=C.[Cl-].[NH4+], predict the reaction product. The product is: [CH2:7]([C:9]1[CH:14]=[CH:13][C:12]([Br:15])=[CH:11][CH:10]=1)[CH:3]=[CH2:4]. (5) Given the reactants Cl[CH2:2][C:3]1[CH:8]=[CH:7][CH:6]=[C:5]([F:9])[CH:4]=1.[Cl:10][C:11]1[CH:16]=[C:15]([NH:17][C:18]2[C:27]3[C:22](=[CH:23][CH:24]=[CH:25][C:26]=3[O:28][CH2:29][C@@H:30]3[CH2:34][CH2:33][CH2:32][N:31]3[C:35](=[O:38])[CH2:36][OH:37])[N:21]=[CH:20][N:19]=2)[CH:14]=[CH:13][C:12]=1[OH:39], predict the reaction product. The product is: [Cl:10][C:11]1[CH:16]=[C:15]([NH:17][C:18]2[C:27]3[C:22](=[CH:23][CH:24]=[CH:25][C:26]=3[O:28][CH2:29][C@@H:30]3[CH2:34][CH2:33][CH2:32][N:31]3[C:35](=[O:38])[CH2:36][OH:37])[N:21]=[CH:20][N:19]=2)[CH:14]=[CH:13][C:12]=1[O:39][CH2:2][C:3]1[CH:8]=[CH:7][CH:6]=[C:5]([F:9])[CH:4]=1. (6) Given the reactants [Cl:1][C:2]1[CH:26]=[CH:25][CH:24]=[CH:23][C:3]=1[NH:4][C:5]1[CH:22]=[CH:21][C:8]2[C:9](=[O:20])[C:10]3[CH:17]=[C:16]([O:18]C)[CH:15]=[CH:14][C:11]=3[CH2:12][CH2:13][C:7]=2[CH:6]=1.Br, predict the reaction product. The product is: [Cl:1][C:2]1[CH:26]=[CH:25][CH:24]=[CH:23][C:3]=1[NH:4][C:5]1[CH:22]=[CH:21][C:8]2[C:9](=[O:20])[C:10]3[CH:17]=[C:16]([OH:18])[CH:15]=[CH:14][C:11]=3[CH2:12][CH2:13][C:7]=2[CH:6]=1. (7) The product is: [N:38]1([C@H:35]2[CH2:36][CH2:37][C@@H:33]([C:30]3[N:29]4[C:24]5[CH:23]=[CH:22][N:21]([S:11]([C:14]6[CH:15]=[CH:16][C:17]([CH3:18])=[CH:19][CH:20]=6)(=[O:13])=[O:12])[C:25]=5[N:26]=[CH:27][C:28]4=[N:32][N:31]=3)[CH2:34]2)[CH:3]=[CH:7][CH:6]=[CH:5]1. Given the reactants CO[CH:3]1[CH2:7][CH2:6][CH:5](OC)O1.Cl.[S:11]([N:21]1[C:25]2[N:26]=[CH:27][C:28]3[N:29]([C:30]([C@@H:33]4[CH2:37][CH2:36][C@H:35]([NH2:38])[CH2:34]4)=[N:31][N:32]=3)[C:24]=2[CH:23]=[CH:22]1)([C:14]1[CH:20]=[CH:19][C:17]([CH3:18])=[CH:16][CH:15]=1)(=[O:13])=[O:12].CC([O-])=O.[Na+], predict the reaction product. (8) Given the reactants [NH2:1][C:2]1[N:7]=[CH:6][N:5]=[C:4]([NH:8][C@H:9]([C:11]2[N:16]([C:17]3[CH:22]=[CH:21][CH:20]=[CH:19][CH:18]=3)[C:15](=[O:23])[C:14]3=[C:24]([CH3:27])[CH:25]=[CH:26][N:13]3[N:12]=2)[CH3:10])[C:3]=1Br.[CH3:29][O:30][C:31]1[CH:36]=[CH:35][C:34]([S:37]([NH:40][C:41]2[CH:42]=[N:43][CH:44]=[C:45](B3OC(C)(C)C(C)(C)O3)[CH:46]=2)(=[O:39])=[O:38])=[CH:33][CH:32]=1.CC1(C)C(C)(C)OB(C2C=C(N)C=NC=2)O1.COC1C=CC(S(Cl)(=O)=O)=CC=1.C(=O)([O-])[O-].[Na+].[Na+], predict the reaction product. The product is: [NH2:1][C:2]1[C:3]([C:45]2[CH:46]=[C:41]([NH:40][S:37]([C:34]3[CH:35]=[CH:36][C:31]([O:30][CH3:29])=[CH:32][CH:33]=3)(=[O:39])=[O:38])[CH:42]=[N:43][CH:44]=2)=[C:4]([NH:8][C@H:9]([C:11]2[N:16]([C:17]3[CH:22]=[CH:21][CH:20]=[CH:19][CH:18]=3)[C:15](=[O:23])[C:14]3=[C:24]([CH3:27])[CH:25]=[CH:26][N:13]3[N:12]=2)[CH3:10])[N:5]=[CH:6][N:7]=1. (9) Given the reactants [F:1][C:2]1[CH:3]=[C:4]([CH:15]=[CH:16][CH:17]=1)[CH2:5][O:6][CH2:7][C:8]1[N:13]=[C:12]([NH2:14])[CH:11]=[CH:10][CH:9]=1.[F:18][C:19]1[CH:24]=[C:23]([F:25])[CH:22]=[CH:21][C:20]=1[S:26](Cl)(=[O:28])=[O:27], predict the reaction product. The product is: [F:18][C:19]1[CH:24]=[C:23]([F:25])[CH:22]=[CH:21][C:20]=1[S:26]([NH:14][C:12]1[CH:11]=[CH:10][CH:9]=[C:8]([CH2:7][O:6][CH2:5][C:4]2[CH:15]=[CH:16][CH:17]=[C:2]([F:1])[CH:3]=2)[N:13]=1)(=[O:28])=[O:27].